This data is from Catalyst prediction with 721,799 reactions and 888 catalyst types from USPTO. The task is: Predict which catalyst facilitates the given reaction. (1) Reactant: [Br:1][C:2]1[CH:3]=[C:4]2[C:8](=[CH:9][CH:10]=1)[NH:7][N:6]=[CH:5]2.[H-].[Na+].I[CH2:14][CH3:15]. Product: [Br:1][C:2]1[CH:3]=[C:4]2[C:8](=[CH:9][CH:10]=1)[N:7]([CH2:14][CH3:15])[N:6]=[CH:5]2. The catalyst class is: 7. (2) Reactant: [Cl:1][C:2]1[C:3]2[C:10]([I:11])=[CH:9][NH:8][C:4]=2[N:5]=[CH:6][N:7]=1.[CH3:12][O:13][C:14]([C@H:16]1[CH2:19][C@H:18](O)[CH2:17]1)=[O:15].C1C=CC(P(C2C=CC=CC=2)C2C=CC=CC=2)=CC=1.CC(OC(/N=N/C(OC(C)C)=O)=O)C. Product: [CH3:12][O:13][C:14]([C@H:16]1[CH2:19][C@@H:18]([N:8]2[C:4]3[N:5]=[CH:6][N:7]=[C:2]([Cl:1])[C:3]=3[C:10]([I:11])=[CH:9]2)[CH2:17]1)=[O:15]. The catalyst class is: 1. (3) Reactant: [C:1]([C:3]1[N:4]=[CH:5][C:6]([NH:9][C:10]2[CH:15]=[C:14]([NH:16][CH2:17][CH:18]3[CH2:23][CH2:22][N:21](C(OC(C)(C)C)=O)[CH2:20][CH2:19]3)[C:13]([C:31]3[O:35][N:34]=[C:33]([CH3:36])[N:32]=3)=[CH:12][N:11]=2)=[N:7][CH:8]=1)#[N:2].FC(F)(F)C(O)=O. Product: [CH3:36][C:33]1[N:32]=[C:31]([C:13]2[C:14]([NH:16][CH2:17][CH:18]3[CH2:23][CH2:22][NH:21][CH2:20][CH2:19]3)=[CH:15][C:10]([NH:9][C:6]3[N:7]=[CH:8][C:3]([C:1]#[N:2])=[N:4][CH:5]=3)=[N:11][CH:12]=2)[O:35][N:34]=1. The catalyst class is: 4. (4) Reactant: [OH:1][CH:2]1[CH2:7][CH:6]([CH3:8])[C:5](=[O:9])[C:4]([CH3:11])([CH3:10])[CH2:3]1.N1C=CN=C1.[C:17]([Si:21](Cl)([CH3:23])[CH3:22])([CH3:20])([CH3:19])[CH3:18].O. Product: [Si:21]([O:1][CH:2]1[CH2:7][CH:6]([CH3:8])[C:5](=[O:9])[C:4]([CH3:10])([CH3:11])[CH2:3]1)([C:17]([CH3:20])([CH3:19])[CH3:18])([CH3:23])[CH3:22]. The catalyst class is: 4. (5) Reactant: [OH:1][C:2]1[CH:7]=[C:6]([OH:8])[CH:5]=[CH:4][C:3]=1[CH:9]1[CH2:14][CH2:13][C:12](=O)[CH2:11][CH2:10]1.[CH2:16]([SH:19])[CH2:17][SH:18].C(=O)([O-])O.[Na+]. Product: [S:18]1[C:12]2([CH2:13][CH2:14][CH:9]([C:3]3[CH:4]=[CH:5][C:6]([OH:8])=[CH:7][C:2]=3[OH:1])[CH2:10][CH2:11]2)[S:19][CH2:16][CH2:17]1. The catalyst class is: 11. (6) Reactant: [Cl:1][C:2]1[CH:3]=[C:4]([C:10]2[CH:14]=[CH:13][N:12]([CH2:15][C@@H:16]([NH:18][C:19]([C:21]3[CH:25]=[C:24]([CH2:26][CH2:27][O:28]C4CCCCO4)[O:23][N:22]=3)=[O:20])[CH3:17])[N:11]=2)[CH:5]=[CH:6][C:7]=1[C:8]#[N:9].Cl. Product: [Cl:1][C:2]1[CH:3]=[C:4]([C:10]2[CH:14]=[CH:13][N:12]([CH2:15][C@@H:16]([NH:18][C:19]([C:21]3[CH:25]=[C:24]([CH2:26][CH2:27][OH:28])[O:23][N:22]=3)=[O:20])[CH3:17])[N:11]=2)[CH:5]=[CH:6][C:7]=1[C:8]#[N:9]. The catalyst class is: 8. (7) Reactant: [Cl:1][C:2]1[C:3]([C:27]#[N:28])=[CH:4][C:5]([F:26])=[C:6]([C:8]#[C:9][C:10]2([NH:18][C:19](=[O:25])[O:20][C:21]([CH3:24])([CH3:23])[CH3:22])[CH2:15][O:14][C:13]([CH3:17])([CH3:16])[O:12][CH2:11]2)[CH:7]=1. Product: [Cl:1][C:2]1[C:3]([C:27]#[N:28])=[CH:4][C:5]([F:26])=[C:6]([CH:7]=1)[CH2:8][CH2:9][C:10]1([NH:18][C:19](=[O:25])[O:20][C:21]([CH3:22])([CH3:23])[CH3:24])[CH2:11][O:12][C:13]([CH3:16])([CH3:17])[O:14][CH2:15]1. The catalyst class is: 50. (8) Reactant: [Cl:1][C:2]1[C:3]([F:31])=[N:4][C:5]([F:30])=[C:6]([Cl:29])[C:7]=1[CH:8](C(OCC1C=CC=CC=1)=O)[C:9]([O:11][CH2:12][C:13]1[CH:18]=[CH:17][CH:16]=[CH:15][CH:14]=1)=[O:10].O. Product: [Cl:29][C:6]1[C:5]([F:30])=[N:4][C:3]([F:31])=[C:2]([Cl:1])[C:7]=1[CH2:8][C:9]([O:11][CH2:12][C:13]1[CH:18]=[CH:17][CH:16]=[CH:15][CH:14]=1)=[O:10]. The catalyst class is: 16. (9) Reactant: C([O:3][C:4]([CH:6]1[CH2:11][CH2:10][N:9]([C:12](=[O:44])[CH:13]=[CH:14][C:15]2[CH:20]=[CH:19][C:18]([S:21][C:22]3[CH:27]=[CH:26][CH:25]=[C:24]([NH:28][CH:29]4[CH2:34][CH2:33][N:32]([CH3:35])[CH2:31][CH2:30]4)[CH:23]=3)=[C:17]([C:36]([F:39])([F:38])[F:37])[C:16]=2[C:40]([F:43])([F:42])[F:41])[CH2:8][CH2:7]1)=[O:5])C.[Li+].[OH-]. Product: [CH3:35][N:32]1[CH2:33][CH2:34][CH:29]([NH:28][C:24]2[CH:23]=[C:22]([S:21][C:18]3[CH:19]=[CH:20][C:15]([CH:14]=[CH:13][C:12]([N:9]4[CH2:8][CH2:7][CH:6]([C:4]([OH:5])=[O:3])[CH2:11][CH2:10]4)=[O:44])=[C:16]([C:40]([F:41])([F:42])[F:43])[C:17]=3[C:36]([F:39])([F:37])[F:38])[CH:27]=[CH:26][CH:25]=2)[CH2:30][CH2:31]1. The catalyst class is: 14. (10) Reactant: [CH3:1][O:2][C:3](=[O:30])/[CH:4]=[CH:5]/[C:6]1[CH:7]=[C:8]2[C:26](=[CH:27][CH:28]=1)[O:25][C:11]1([CH2:17][CH2:16][CH2:15][N:14]([C:18]([O:20]C(C)(C)C)=O)[CH2:13][CH2:12]1)[CH2:10][C:9]2=[O:29].[C:31](Cl)(=O)C.CCN(C(C)C)C(C)C. Product: [CH3:1][O:2][C:3](=[O:30])/[CH:4]=[CH:5]/[C:6]1[CH:7]=[C:8]2[C:26](=[CH:27][CH:28]=1)[O:25][C:11]1([CH2:17][CH2:16][CH2:15][N:14]([C:18](=[O:20])[CH3:31])[CH2:13][CH2:12]1)[CH2:10][C:9]2=[O:29]. The catalyst class is: 2.